Task: Regression. Given two drug SMILES strings and cell line genomic features, predict the synergy score measuring deviation from expected non-interaction effect.. Dataset: NCI-60 drug combinations with 297,098 pairs across 59 cell lines Drug 1: C1=CC(=CC=C1CC(C(=O)O)N)N(CCCl)CCCl.Cl. Drug 2: C(CN)CNCCSP(=O)(O)O. Cell line: HS 578T. Synergy scores: CSS=22.4, Synergy_ZIP=4.79, Synergy_Bliss=11.0, Synergy_Loewe=4.49, Synergy_HSA=8.65.